From a dataset of Full USPTO retrosynthesis dataset with 1.9M reactions from patents (1976-2016). Predict the reactants needed to synthesize the given product. Given the product [Br:15][CH2:1][C:2]1[CH:11]=[CH:10][C:9]([N+:12]([O-:14])=[O:13])=[CH:8][C:3]=1[C:4]([O:6][CH3:7])=[O:5], predict the reactants needed to synthesize it. The reactants are: [CH3:1][C:2]1[CH:11]=[CH:10][C:9]([N+:12]([O-:14])=[O:13])=[CH:8][C:3]=1[C:4]([O:6][CH3:7])=[O:5].[Br:15]N1C(=O)CCC1=O.